Predict which catalyst facilitates the given reaction. From a dataset of Catalyst prediction with 721,799 reactions and 888 catalyst types from USPTO. The catalyst class is: 6. Product: [CH3:1][C:2]1[CH:3]=[CH:4][C:5]([NH:12][C:13]2[N:18]=[C:17]([N:19]([C:21]3[CH:22]=[CH:23][C:24]4[C:28](=[N:27][N:26]([CH3:30])[C:25]=4[CH3:31])[CH:29]=3)[CH3:20])[CH:16]=[CH:15][N:14]=2)=[CH:6][C:7]=1[S:8]([NH2:11])(=[O:9])=[O:10].[ClH:32]. Reactant: [CH3:1][C:2]1[CH:3]=[CH:4][C:5]([NH:12][C:13]2[N:18]=[C:17]([N:19]([C:21]3[CH:22]=[CH:23][C:24]4[C:28]([CH:29]=3)=[N:27][N:26]([CH3:30])[C:25]=4[CH3:31])[CH3:20])[CH:16]=[CH:15][N:14]=2)=[CH:6][C:7]=1[S:8]([NH2:11])(=[O:10])=[O:9].[ClH:32].O.P([O-])([O-])([O-])=O.[Na+].[Na+].[Na+].[OH-].[Na+].